Dataset: NCI-60 drug combinations with 297,098 pairs across 59 cell lines. Task: Regression. Given two drug SMILES strings and cell line genomic features, predict the synergy score measuring deviation from expected non-interaction effect. Drug 1: CC(CN1CC(=O)NC(=O)C1)N2CC(=O)NC(=O)C2. Drug 2: CC(C)CN1C=NC2=C1C3=CC=CC=C3N=C2N. Cell line: TK-10. Synergy scores: CSS=9.71, Synergy_ZIP=-0.942, Synergy_Bliss=2.62, Synergy_Loewe=1.53, Synergy_HSA=1.37.